This data is from Full USPTO retrosynthesis dataset with 1.9M reactions from patents (1976-2016). The task is: Predict the reactants needed to synthesize the given product. (1) Given the product [NH2:15][C:16]1[C:25]([O:12][CH2:11][C:2]2[CH:3]=[CH:4][C:5]3[C:10](=[CH:9][CH:8]=[CH:7][CH:6]=3)[CH:1]=2)=[N:24][C:23]2[C:18](=[CH:19][CH:20]=[CH:21][CH:22]=2)[N:17]=1, predict the reactants needed to synthesize it. The reactants are: [CH:1]1[C:10]2[C:5](=[CH:6][CH:7]=[CH:8][CH:9]=2)[CH:4]=[CH:3][C:2]=1[CH2:11][OH:12].[H-].[Na+].[NH2:15][C:16]1[C:25](Cl)=[N:24][C:23]2[C:18](=[CH:19][CH:20]=[CH:21][CH:22]=2)[N:17]=1. (2) Given the product [CH:33]1[C:32]2[C:37](=[N:38][C:39]3[C:44]([C:31]=2[NH:22][CH2:21][CH2:20][N:19]([CH3:23])[CH2:18][CH2:17][NH:16][C:12]2[C:13]4[C:4]([N:5]=[C:6]5[C:11]=2[CH2:10][CH2:9][CH2:8][CH2:7]5)=[CH:3][C:2]([Cl:1])=[CH:15][CH:14]=4)=[CH:43][CH:42]=[CH:41][CH:40]=3)[CH:36]=[CH:35][CH:34]=1, predict the reactants needed to synthesize it. The reactants are: [Cl:1][C:2]1[CH:3]=[C:4]2[C:13](=[CH:14][CH:15]=1)[C:12]([NH:16][CH2:17][CH2:18][N:19]([CH3:23])[CH2:20][CH2:21][NH2:22])=[C:11]1[C:6]([CH2:7][CH2:8][CH2:9][CH2:10]1)=[N:5]2.C(O)CCCC.Cl[C:31]1[C:32]2[C:37]([N:38]=[C:39]3[C:44]=1[CH:43]=[CH:42][CH:41]=[CH:40]3)=[CH:36][CH:35]=[CH:34][CH:33]=2. (3) Given the product [S:26]1[C:30]2[CH:31]=[CH:32][C:33]([C:10]3[CH2:11][CH2:12][C@:8]([C:4]4[CH:5]=[CH:6][CH:7]=[C:2]([F:1])[C:3]=4[CH3:25])([C:21]([O:23][CH3:24])=[O:22])[CH:9]=3)=[CH:34][C:29]=2[N:28]=[CH:27]1, predict the reactants needed to synthesize it. The reactants are: [F:1][C:2]1[C:3]([CH3:25])=[C:4]([C@:8]2([C:21]([O:23][CH3:24])=[O:22])[CH2:12][CH2:11][C:10](OS(C(F)(F)F)(=O)=O)=[CH:9]2)[CH:5]=[CH:6][CH:7]=1.[S:26]1[C:30]2[CH:31]=[CH:32][C:33](B(O)O)=[CH:34][C:29]=2[N:28]=[CH:27]1.[F-].[Cs+].COCCOC. (4) Given the product [CH:1]1([C:4]2[CH:9]=[CH:8][C:7]([OH:10])=[CH:6][CH:5]=2)[CH2:3][CH2:2]1, predict the reactants needed to synthesize it. The reactants are: [CH:1]1([C:4]2[CH:9]=[CH:8][C:7]([O:10]C(=O)C)=[CH:6][CH:5]=2)[CH2:3][CH2:2]1.CO.C1COCC1.C([O-])(=O)C.[Na+]. (5) Given the product [CH2:10]([O:9][C:1](=[O:8])[CH:2]([C:13]1[CH:14]=[CH:15][C:16]2[N:17]([N:19]=[CH:20][N:21]=2)[CH:18]=1)[C:3]([O:5][CH2:6][CH3:7])=[O:4])[CH3:11], predict the reactants needed to synthesize it. The reactants are: [C:1]([O:9][CH2:10][CH3:11])(=[O:8])[CH2:2][C:3]([O:5][CH2:6][CH3:7])=[O:4].I[C:13]1[CH:14]=[CH:15][C:16]2[N:17]([N:19]=[CH:20][N:21]=2)[CH:18]=1.C1(C2C=CC=CC=2)C(O)=CC=CC=1.C([O-])([O-])=O.[Cs+].[Cs+].